This data is from Merck oncology drug combination screen with 23,052 pairs across 39 cell lines. The task is: Regression. Given two drug SMILES strings and cell line genomic features, predict the synergy score measuring deviation from expected non-interaction effect. (1) Synergy scores: synergy=-11.9. Drug 1: O=C(NOCC(O)CO)c1ccc(F)c(F)c1Nc1ccc(I)cc1F. Drug 2: CC1(c2nc3c(C(N)=O)cccc3[nH]2)CCCN1. Cell line: UWB1289. (2) Drug 1: N#Cc1ccc(Cn2cncc2CN2CCN(c3cccc(Cl)c3)C(=O)C2)cc1. Drug 2: Cn1cc(-c2cnn3c(N)c(Br)c(C4CCCNC4)nc23)cn1. Cell line: A2058. Synergy scores: synergy=34.4. (3) Drug 1: CS(=O)(=O)CCNCc1ccc(-c2ccc3ncnc(Nc4ccc(OCc5cccc(F)c5)c(Cl)c4)c3c2)o1. Drug 2: CC(C)CC(NC(=O)C(Cc1ccccc1)NC(=O)c1cnccn1)B(O)O. Cell line: UWB1289. Synergy scores: synergy=-27.7. (4) Drug 1: O=P1(N(CCCl)CCCl)NCCCO1. Drug 2: NC(=O)c1cccc2cn(-c3ccc(C4CCCNC4)cc3)nc12. Cell line: OV90. Synergy scores: synergy=0.128. (5) Drug 1: CN1C(=O)C=CC2(C)C3CCC4(C)C(NC(=O)OCC(F)(F)F)CCC4C3CCC12. Drug 2: O=C(CCCCCCC(=O)Nc1ccccc1)NO. Cell line: SKMEL30. Synergy scores: synergy=16.6. (6) Drug 1: NC(=O)c1cccc2cn(-c3ccc(C4CCCNC4)cc3)nc12. Drug 2: Cn1c(=O)n(-c2ccc(C(C)(C)C#N)cc2)c2c3cc(-c4cnc5ccccc5c4)ccc3ncc21. Cell line: LOVO. Synergy scores: synergy=13.1.